This data is from Catalyst prediction with 721,799 reactions and 888 catalyst types from USPTO. The task is: Predict which catalyst facilitates the given reaction. (1) Reactant: [Cl:1][C:2]1[CH:3]=[C:4]([NH:9][C:10]2[C:19]3[C:14](=[CH:15][C:16]([O:23][CH3:24])=[C:17]([N+:20]([O-])=O)[CH:18]=3)[N:13]=[CH:12][N:11]=2)[CH:5]=[CH:6][C:7]=1[F:8].Cl.[OH-].[Na+]. Product: [Cl:1][C:2]1[CH:3]=[C:4]([NH:9][C:10]2[C:19]3[C:14](=[CH:15][C:16]([O:23][CH3:24])=[C:17]([NH2:20])[CH:18]=3)[N:13]=[CH:12][N:11]=2)[CH:5]=[CH:6][C:7]=1[F:8]. The catalyst class is: 186. (2) Reactant: S(Cl)([Cl:3])=O.[CH2:5]([O:12][C:13]1[CH:20]=[CH:19][C:16]([CH2:17]O)=[CH:15][C:14]=1[O:21][CH3:22])[C:6]1[CH:11]=[CH:10][CH:9]=[CH:8][CH:7]=1. Product: [CH2:5]([O:12][C:13]1[CH:20]=[CH:19][C:16]([CH2:17][Cl:3])=[CH:15][C:14]=1[O:21][CH3:22])[C:6]1[CH:11]=[CH:10][CH:9]=[CH:8][CH:7]=1. The catalyst class is: 28. (3) Reactant: II.[Br:3][C:4]1[CH:5]=[CH:6][C:7]([OH:24])=[C:8]([C:10](=[O:23])/[CH:11]=[CH:12]/[C:13]2[CH:18]=[CH:17][C:16]([O:19][CH3:20])=[C:15]([O:21][CH3:22])[CH:14]=2)[CH:9]=1.[O-]S([O-])(=S)=O.[Na+].[Na+]. Product: [Br:3][C:4]1[CH:9]=[C:8]2[C:7](=[CH:6][CH:5]=1)[O:24][C:12]([C:13]1[CH:18]=[CH:17][C:16]([O:19][CH3:20])=[C:15]([O:21][CH3:22])[CH:14]=1)=[CH:11][C:10]2=[O:23]. The catalyst class is: 16.